This data is from Forward reaction prediction with 1.9M reactions from USPTO patents (1976-2016). The task is: Predict the product of the given reaction. Given the reactants Cl.[C:2]([C@@H:4]1[CH2:8][C@H:7]([F:9])[CH2:6][NH:5]1)#[N:3].C(N(CC)CC)C.[C:17]([C:21]1[CH:26]=[C:25]([CH3:27])[C:24]([S:28](F)=[O:29])=[C:23]([CH3:31])[CH:22]=1)([CH3:20])([CH3:19])[CH3:18].CCCCC, predict the reaction product. The product is: [C:17]([C:21]1[CH:22]=[C:23]([CH3:31])[C:24]([S:28]([N:5]2[CH2:6][C@@H:7]([F:9])[CH2:8][C@H:4]2[C:2]#[N:3])=[O:29])=[C:25]([CH3:27])[CH:26]=1)([CH3:20])([CH3:19])[CH3:18].